From a dataset of Reaction yield outcomes from USPTO patents with 853,638 reactions. Predict the reaction yield, written as a fraction of the theoretical maximum amount of product (1.0 means a 100% yield; for example, 0.34 means a 34% yield). The reactants are C([O-])=O.[NH4+].C([N:12]1[CH2:17][CH2:16][CH2:15][CH:14]([NH:18][C:19]([C:21]2[CH:22]=[C:23]3[C:27](=[CH:28][CH:29]=2)[NH:26][N:25]=[CH:24]3)=[O:20])[CH2:13]1)C1C=CC=CC=1. The catalyst is C(O)C.C(OCC)(=O)C.[Pd]. The product is [NH:12]1[CH2:17][CH2:16][CH2:15][CH:14]([NH:18][C:19]([C:21]2[CH:22]=[C:23]3[C:27](=[CH:28][CH:29]=2)[NH:26][N:25]=[CH:24]3)=[O:20])[CH2:13]1. The yield is 0.960.